From a dataset of Catalyst prediction with 721,799 reactions and 888 catalyst types from USPTO. Predict which catalyst facilitates the given reaction. (1) Reactant: [CH3:1][O:2][C:3]1[CH:4]=[C:5]([CH:9]=[CH:10][C:11]=1[N+:12]([O-:14])=[O:13])[C:6](O)=[O:7].C(Cl)(=O)C([Cl:18])=O.ClCCl. Product: [CH3:1][O:2][C:3]1[CH:4]=[C:5]([CH:9]=[CH:10][C:11]=1[N+:12]([O-:14])=[O:13])[C:6]([Cl:18])=[O:7]. The catalyst class is: 213. (2) Reactant: [CH3:1][CH:2]([CH3:9])[CH2:3][CH2:4][S:5](Cl)(=[O:7])=[O:6].[Cl:10][C:11]1[CH:16]=[C:15]([Cl:17])[CH:14]=[CH:13][C:12]=1[N:18]1[C:22]([C:23]2[CH:28]=[CH:27][C:26]([OH:29])=[CH:25][CH:24]=2)=[C:21]([CH3:30])[C:20]([C:31]([NH:33][N:34]2[CH2:39][CH2:38][CH2:37][CH2:36][CH2:35]2)=[O:32])=[N:19]1.O. Product: [CH3:1][CH:2]([CH3:9])[CH2:3][CH2:4][S:5]([O:29][C:26]1[CH:27]=[CH:28][C:23]([C:22]2[N:18]([C:12]3[CH:13]=[CH:14][C:15]([Cl:17])=[CH:16][C:11]=3[Cl:10])[N:19]=[C:20]([C:31]([NH:33][N:34]3[CH2:35][CH2:36][CH2:37][CH2:38][CH2:39]3)=[O:32])[C:21]=2[CH3:30])=[CH:24][CH:25]=1)(=[O:7])=[O:6]. The catalyst class is: 2. (3) The catalyst class is: 56. Product: [Cl:46][C:47]1[CH:53]=[CH:52][C:50]([NH:51][C:30]([C:27]2[N:28]=[N:29][C:24]([N:21]3[CH2:20][CH2:19][N:18]([C:16](=[O:17])[C:15]4[CH:33]=[CH:34][CH:35]=[CH:36][C:14]=4[C:13]([F:37])([F:12])[F:38])[CH2:23][CH2:22]3)=[CH:25][CH:26]=2)=[O:32])=[CH:49][CH:48]=1. Reactant: ClC1N=C(OC)N=C(OC)N=1.[F:12][C:13]([F:38])([F:37])[C:14]1[CH:36]=[CH:35][CH:34]=[CH:33][C:15]=1[C:16]([N:18]1[CH2:23][CH2:22][N:21]([C:24]2[N:29]=[N:28][C:27]([C:30]([OH:32])=O)=[CH:26][CH:25]=2)[CH2:20][CH2:19]1)=[O:17].CN1CCOCC1.[Cl:46][C:47]1[CH:53]=[CH:52][C:50]([NH2:51])=[CH:49][CH:48]=1. (4) Reactant: [CH3:1][O:2][C@@H:3]1[C@H:8]2[O:9][C@H:10]3[C@@H:15]([O:16][CH3:17])[C@H:14]([O:18][CH3:19])[C@@H:13]([O:20][C@H:21]4[C@@H:26]([O:27][CH3:28])[C@H:25]([O:29][CH3:30])[C@@H:24]([O:31][C@H:32]5[C@@H:37]([O:38][CH3:39])[C@H:36]([O:40][CH3:41])[C@@H:35]([O:42][C@H:43]6[C@@H:48]([O:49][CH3:50])[C@H:47]([O:51][CH3:52])[C@@H:46]([O:53][C@H:54]7[C@@H:59]([O:60][CH3:61])[C@H:58]([O:62][CH3:63])[C@@H:57]([O:64][C@H:65]8[C@@H:71]([OH:72])[C@H:70]([O:73][CH3:74])[C@@H:68]([O:69][C@H:5]([C@@H:6]([CH2:87][OH:88])[O:7]2)[C@H:4]1[OH:89])[O:67][C@@H:66]8[CH2:75][OH:76])[O:56][C@@H:55]7[CH2:77][OH:78])[O:45][C@@H:44]6[CH2:79][OH:80])[O:34][C@@H:33]5[CH2:81][OH:82])[O:23][C@@H:22]4[CH2:83][OH:84])[O:12][C@@H:11]3[CH2:85][OH:86].[CH3:90][C@@H:91]1[C@@H:126]([CH:127]([CH3:129])[CH3:128])[O:125][C@:94]2([O:99][C@@H:98]3[CH2:100][CH:101]=[C:102]([CH3:124])[CH2:103][C@@H:104]([CH3:123])[CH:105]=[CH:106][CH:107]=[C:108]4[CH2:109][O:110][C@@H:111]5[C@H:116]([OH:117])[C:115]([CH3:118])=[CH:114][C@@H:113]([C:119]([O:121][C@@H:96]([CH2:97]3)[CH2:95]2)=[O:120])[C@:112]45[OH:122])[CH2:93][CH2:92]1. Product: [CH3:1][O:2][C@@H:3]1[C@H:8]2[O:9][C@H:10]3[C@@H:15]([O:16][CH3:17])[C@H:14]([O:18][CH3:19])[C@@H:13]([O:20][C@H:21]4[C@@H:26]([O:27][CH3:28])[C@H:25]([O:29][CH3:30])[C@@H:24]([O:31][C@H:32]5[C@@H:37]([O:38][CH3:39])[C@H:36]([O:40][CH3:41])[C@@H:35]([O:42][C@H:43]6[C@@H:48]([O:49][CH3:50])[C@H:47]([O:51][CH3:52])[C@@H:46]([O:53][C@H:54]7[C@@H:59]([O:60][CH3:61])[C@H:58]([O:62][CH3:63])[C@@H:57]([O:64][C@H:65]8[C@@H:71]([OH:72])[C@H:70]([O:73][CH3:74])[C@@H:68]([O:69][C@H:5]([C@@H:6]([CH2:87][OH:88])[O:7]2)[C@H:4]1[OH:89])[O:67][C@@H:66]8[CH2:75][OH:76])[O:56][C@@H:55]7[CH2:77][OH:78])[O:45][C@@H:44]6[CH2:79][OH:80])[O:34][C@@H:33]5[CH2:81][OH:82])[O:23][C@@H:22]4[CH2:83][OH:84])[O:12][C@@H:11]3[CH2:85][OH:86].[CH3:90][C@@H:91]1[C@@H:126]([CH:127]([CH3:129])[CH3:128])[O:125][C@:94]2([O:99][C@@H:98]3[CH2:100][CH:101]=[C:102]([CH3:124])[CH2:103][C@@H:104]([CH3:123])[CH:105]=[CH:106][CH:107]=[C:108]4[CH2:109][O:110][C@@H:111]5[C@H:116]([OH:117])[C:115]([CH3:118])=[CH:114][C@@H:113]([C:119]([O:121][C@@H:96]([CH2:97]3)[CH2:95]2)=[O:120])[C@:112]45[OH:122])[CH2:93][CH2:92]1. The catalyst class is: 5. (5) Product: [CH3:14][C:10]1[N:9]([C:6]2[CH:7]=[CH:8][C:3]([OH:2])=[CH:4][CH:5]=2)[CH:13]=[CH:12][N:11]=1. Reactant: C[O:2][C:3]1[CH:8]=[CH:7][C:6]([N:9]2[CH:13]=[CH:12][N:11]=[C:10]2[CH3:14])=[CH:5][CH:4]=1.Br. The catalyst class is: 15. (6) Reactant: [NH:1]([C:8]([N:10]1[C:18]2[C:13](=[CH:14][C:15]([O:19][C:20]3[CH:25]=[CH:24][N:23]=[C:22]([NH:26][C:27]([CH:29]4[CH2:34][CH2:33][N:32](C(OC(C)(C)C)=O)[CH2:31][CH2:30]4)=[O:28])[CH:21]=3)=[CH:16][CH:17]=2)[C:12]([Cl:42])=[CH:11]1)=[O:9])[C:2]1[CH:7]=[CH:6][CH:5]=[CH:4][CH:3]=1.[Na].[OH-].[Na+]. Product: [C:2]1([NH:1][C:8]([N:10]2[C:18]3[C:13](=[CH:14][C:15]([O:19][C:20]4[CH:25]=[CH:24][N:23]=[C:22]([NH:26][C:27]([CH:29]5[CH2:34][CH2:33][NH:32][CH2:31][CH2:30]5)=[O:28])[CH:21]=4)=[CH:16][CH:17]=3)[C:12]([Cl:42])=[CH:11]2)=[O:9])[CH:7]=[CH:6][CH:5]=[CH:4][CH:3]=1. The catalyst class is: 55. (7) Reactant: C(N(CCC)[CH2:5][CH2:6][CH2:7][CH2:8][CH:9]([NH2:25])[C:10]1[CH:15]=[CH:14][C:13]([CH2:16][N:17]=[CH:18][C:19]2[O:20][C:21]([CH3:24])=[CH:22][CH:23]=2)=[CH:12][CH:11]=1)CC.C[N:30]1[CH2:34][CH2:33][CH2:32][C:31]1=O.[CH:36](NC(C)C)(C)[CH3:37].[CH2:43](Br)[CH2:44][CH2:45][CH2:46][CH2:47][CH3:48]. Product: [CH2:34]([N:30]([CH2:31][CH2:36][CH3:37])[CH2:43][CH2:44][CH2:45][CH2:46][CH2:47][CH2:48][CH2:5][CH2:6][CH2:7][CH2:8][CH:9]([NH2:25])[C:10]1[CH:11]=[CH:12][C:13]([CH2:16][N:17]=[CH:18][C:19]2[O:20][C:21]([CH3:24])=[CH:22][CH:23]=2)=[CH:14][CH:15]=1)[CH2:33][CH3:32]. The catalyst class is: 6. (8) The catalyst class is: 8. Product: [Br:1][C:2]1[CH:3]=[CH:4][C:5]([OH:11])=[C:6]([C:8](=[O:10])/[CH:9]=[CH:17]/[C:16]2[CH:19]=[CH:20][C:21]([O:22][CH3:23])=[C:14]([O:13][CH3:12])[CH:15]=2)[CH:7]=1. Reactant: [Br:1][C:2]1[CH:3]=[CH:4][C:5]([OH:11])=[C:6]([C:8](=[O:10])[CH3:9])[CH:7]=1.[CH3:12][O:13][C:14]1[CH:15]=[C:16]([CH:19]=[CH:20][C:21]=1[O:22][CH3:23])[CH:17]=O.[OH-].[K+].Cl. (9) Reactant: COC([N:6]1[N:10]=[N:9][C:8]([CH3:11])=[N:7]1)(C)C.C([Li])CCC.[C:17]1([C:23]2[CH:28]=[CH:27][C:26]([N:29]([CH2:41][C:42]3[CH:47]=[CH:46][C:45]([CH:48]=[O:49])=[CH:44][CH:43]=3)[C:30]([NH:32][C:33]3[CH:38]=[C:37]([Cl:39])[CH:36]=[C:35]([Cl:40])[CH:34]=3)=[O:31])=[CH:25][CH:24]=2)[CH2:22][CH2:21][CH2:20][CH2:19][CH:18]=1.C(O)(=O)C. Product: [C:17]1([C:23]2[CH:24]=[CH:25][C:26]([N:29]([CH2:41][C:42]3[CH:43]=[CH:44][C:45]([CH:48]([OH:49])[CH2:11][C:8]4[N:9]=[N:10][NH:6][N:7]=4)=[CH:46][CH:47]=3)[C:30]([NH:32][C:33]3[CH:34]=[C:35]([Cl:40])[CH:36]=[C:37]([Cl:39])[CH:38]=3)=[O:31])=[CH:27][CH:28]=2)[CH2:22][CH2:21][CH2:20][CH2:19][CH:18]=1. The catalyst class is: 1. (10) Reactant: [CH2:1]([O:3][C:4](=[O:11])[C@H:5]1[CH2:9][CH2:8][C:7](=[O:10])[NH:6]1)[CH3:2].[CH3:12]I.[H-].[Na+].[Cl-].[NH4+]. Product: [CH3:12][N:6]1[C:7](=[O:10])[CH2:8][CH2:9][C@H:5]1[C:4]([O:3][CH2:1][CH3:2])=[O:11]. The catalyst class is: 7.